This data is from Forward reaction prediction with 1.9M reactions from USPTO patents (1976-2016). The task is: Predict the product of the given reaction. (1) Given the reactants [OH-].[Na+].[NH2:3][C:4]1[CH:13]=[CH:12][C:11]([C:14]([C:16]2[N:24]3[C:19]([CH:20]=[CH:21][CH:22]=[CH:23]3)=[C:18]([Br:25])[C:17]=2[CH3:26])=[O:15])=[CH:10][C:5]=1[C:6]([O:8]C)=[O:7].Cl, predict the reaction product. The product is: [NH2:3][C:4]1[CH:13]=[CH:12][C:11]([C:14]([C:16]2[N:24]3[C:19]([CH:20]=[CH:21][CH:22]=[CH:23]3)=[C:18]([Br:25])[C:17]=2[CH3:26])=[O:15])=[CH:10][C:5]=1[C:6]([OH:8])=[O:7]. (2) Given the reactants O[CH:2]=[C:3]1[C:11]2[C:6](=[CH:7][C:8]([C:12]([C:14]3[CH:15]=[C:16]([NH:20][C:21]([C:23]4[N:24]([CH3:29])[N:25]=[C:26]([CH3:28])[CH:27]=4)=[O:22])[CH:17]=[CH:18][CH:19]=3)=[O:13])=[CH:9][CH:10]=2)[NH:5][C:4]1=[O:30].[NH2:31][C:32]1[CH:37]=[CH:36][C:35]([CH2:38][CH2:39][C:40]([OH:42])=[O:41])=[CH:34][CH:33]=1, predict the reaction product. The product is: [CH3:29][N:24]1[C:23]([C:21]([NH:20][C:16]2[CH:15]=[C:14]([CH:19]=[CH:18][CH:17]=2)[C:12]([C:8]2[CH:7]=[C:6]3[C:11]([C:3](=[CH:2][NH:31][C:32]4[CH:33]=[CH:34][C:35]([CH2:38][CH2:39][C:40]([OH:42])=[O:41])=[CH:36][CH:37]=4)[C:4](=[O:30])[NH:5]3)=[CH:10][CH:9]=2)=[O:13])=[O:22])=[CH:27][C:26]([CH3:28])=[N:25]1. (3) Given the reactants [F:1][C:2]1[CH:7]=[CH:6][CH:5]=[CH:4][CH:3]=1.[C:8]1(=[O:14])[O:13][C:11](=[O:12])[CH:10]=[CH:9]1.[Cl-].[Al+3].[Cl-].[Cl-].Cl, predict the reaction product. The product is: [F:1][C:2]1[CH:7]=[CH:6][C:5]([C:8](=[O:14])/[CH:9]=[CH:10]/[C:11]([OH:13])=[O:12])=[CH:4][CH:3]=1. (4) The product is: [CH2:1]([O:8][C@H:9]1[C@H:14]([O:15][CH2:16][C:17]2[CH:18]=[CH:19][CH:20]=[CH:21][CH:22]=2)[C@@H:13]([O:23][CH2:24][C:25]2[CH:30]=[CH:29][CH:28]=[CH:27][CH:26]=2)[C@:12]2([C:33]3[CH:38]=[CH:37][C:36]([Cl:39])=[C:35]([CH2:40][C:41]4[CH:42]=[CH:43][C:44]([O:47][CH2:48][CH2:49][O:50][CH:51]5[CH2:53][CH2:52]5)=[CH:45][CH:46]=4)[CH:34]=3)[O:11][C@@:10]1([CH2:54][OH:55])[CH2:32][O:31]2)[C:2]1[CH:3]=[CH:4][CH:5]=[CH:6][CH:7]=1. Given the reactants [CH2:1]([O:8][C@H:9]1[C@H:14]([O:15][CH2:16][C:17]2[CH:22]=[CH:21][CH:20]=[CH:19][CH:18]=2)[C@@H:13]([O:23][CH2:24][C:25]2[CH:30]=[CH:29][CH:28]=[CH:27][CH:26]=2)[C@@:12]([C:33]2[CH:38]=[CH:37][C:36]([Cl:39])=[C:35]([CH2:40][C:41]3[CH:46]=[CH:45][C:44]([O:47][CH2:48][CH2:49][O:50][CH:51]4[CH2:53][CH2:52]4)=[CH:43][CH:42]=3)[CH:34]=2)([O:31][CH3:32])[O:11][C:10]1(CO)[CH2:54][OH:55])[C:2]1[CH:7]=[CH:6][CH:5]=[CH:4][CH:3]=1.FC(F)(F)C(O)=O, predict the reaction product. (5) Given the reactants [Br:1][C:2]1[CH:7]=[CH:6][C:5]([CH2:8][C:9]([O:11][CH3:12])=[O:10])=[CH:4][CH:3]=1.[Li+].[CH3:14]C([N-]C(C)C)C.IC, predict the reaction product. The product is: [Br:1][C:2]1[CH:3]=[CH:4][C:5]([CH:8]([CH3:14])[C:9]([O:11][CH3:12])=[O:10])=[CH:6][CH:7]=1. (6) Given the reactants [Cl:1][C:2]1[CH:7]=[CH:6][C:5]([S:8]([O-:10])=[O:9])=[CH:4][CH:3]=1.[Na+].Br[C:13]1[CH:21]=[CH:20][C:19]2[N:18]([CH3:22])[C:17]3[CH2:23][CH:24]4[NH:28][CH:27]([C:16]=3[C:15]=2[C:14]=1[C:29]([O:31][C:32]([CH3:35])([CH3:34])[CH3:33])=[O:30])[CH2:26][CH2:25]4, predict the reaction product. The product is: [Cl:1][C:2]1[CH:7]=[CH:6][C:5]([S:8]([C:13]2[CH:21]=[CH:20][C:19]3[N:18]([CH3:22])[C:17]4[CH2:23][CH:24]5[NH:28][CH:27]([C:16]=4[C:15]=3[C:14]=2[C:29]([O:31][C:32]([CH3:35])([CH3:34])[CH3:33])=[O:30])[CH2:26][CH2:25]5)(=[O:10])=[O:9])=[CH:4][CH:3]=1. (7) The product is: [F:1][C:2]1[CH:7]=[CH:6][CH:5]=[CH:4][C:3]=1[C:8]1[C:17]([CH2:18][N:19]2[C:31]3=[N:30][CH:29]=[N:28][C:27]([NH2:26])=[C:32]3[C:24]([I:23])=[N:25]2)=[CH:16][C:15]2[C:10](=[C:11]([CH3:20])[CH:12]=[CH:13][CH:14]=2)[N:9]=1. Given the reactants [F:1][C:2]1[CH:7]=[CH:6][CH:5]=[CH:4][C:3]=1[C:8]1[C:17]([CH2:18][NH2:19])=[CH:16][C:15]2[C:10](=[C:11]([CH3:20])[CH:12]=[CH:13][CH:14]=2)[N:9]=1.[H-].[Na+].[I:23][C:24]1[C:32]2[C:27](=[N:28][CH:29]=[N:30][C:31]=2N)[NH:26][N:25]=1, predict the reaction product. (8) Given the reactants C([N:8]1[CH2:12][CH2:11][CH:10]([O:13][C:14]2[CH:19]=[CH:18][C:17]([N+:20]([O-:22])=[O:21])=[C:16]([CH2:23][S:24]([C:27]3[C:36]4[C:31](=[CH:32][CH:33]=[CH:34][CH:35]=4)[CH:30]=[CH:29][CH:28]=3)(=[O:26])=[O:25])[CH:15]=2)[CH2:9]1)C1C=CC=CC=1.[CH2:37]([O:44][C:45](Cl)=[O:46])[C:38]1[CH:43]=[CH:42][CH:41]=[CH:40][CH:39]=1.[OH-].[Na+], predict the reaction product. The product is: [CH2:37]([O:44][C:45]([N:8]1[CH2:12][CH2:11][CH:10]([O:13][C:14]2[CH:19]=[CH:18][C:17]([N+:20]([O-:22])=[O:21])=[C:16]([CH2:23][S:24]([C:27]3[C:36]4[C:31](=[CH:32][CH:33]=[CH:34][CH:35]=4)[CH:30]=[CH:29][CH:28]=3)(=[O:26])=[O:25])[CH:15]=2)[CH2:9]1)=[O:46])[C:38]1[CH:43]=[CH:42][CH:41]=[CH:40][CH:39]=1. (9) Given the reactants [Br:1][C:2]1[CH:3]=[C:4]([S:8](Cl)(=[O:10])=[O:9])[CH:5]=[CH:6][CH:7]=1.[C:12]([O:16][C:17]([N:19]1[CH2:24][CH2:23][CH:22]([NH2:25])[CH2:21][CH2:20]1)=[O:18])([CH3:15])([CH3:14])[CH3:13], predict the reaction product. The product is: [C:12]([O:16][C:17]([N:19]1[CH2:24][CH2:23][CH:22]([NH:25][S:8]([C:4]2[CH:5]=[CH:6][CH:7]=[C:2]([Br:1])[CH:3]=2)(=[O:10])=[O:9])[CH2:21][CH2:20]1)=[O:18])([CH3:15])([CH3:13])[CH3:14].